Dataset: Forward reaction prediction with 1.9M reactions from USPTO patents (1976-2016). Task: Predict the product of the given reaction. (1) Given the reactants [Cl:1][C:2]1[CH:7]=[C:6]([O:8][C:9]2[C:14]([C:15]([N:17]3[C:26]4[C:21](=[CH:22][CH:23]=[CH:24][CH:25]=4)[N:20]([CH:27]4[CH2:29][CH2:28]4)[CH2:19][CH2:18]3)=[O:16])=[CH:13][CH:12]=[CH:11][N:10]=2)[C:5]([Cl:30])=[CH:4][C:3]=1[CH2:31][CH2:32][C:33](O)=[O:34].CN(C(ON1N=NC2C=CC=NC1=2)=[N+](C)C)C.F[P-](F)(F)(F)(F)F.C(N(C(C)C)C(C)C)C.[NH2:69][CH2:70][C:71]([OH:73])=[O:72], predict the reaction product. The product is: [Cl:1][C:2]1[CH:7]=[C:6]([O:8][C:9]2[C:14]([C:15]([N:17]3[C:26]4[C:21](=[CH:22][CH:23]=[CH:24][CH:25]=4)[N:20]([CH:27]4[CH2:28][CH2:29]4)[CH2:19][CH2:18]3)=[O:16])=[CH:13][CH:12]=[CH:11][N:10]=2)[C:5]([Cl:30])=[CH:4][C:3]=1[CH2:31][CH2:32][C:33]([NH:69][CH2:70][C:71]([OH:73])=[O:72])=[O:34]. (2) Given the reactants C([Si](C)(C)[O:6][CH2:7][CH2:8][N:9]([C:35]#[N:36])[C:10]1[CH:15]=[CH:14][C:13]([NH:16][C:17]([C:19]2[CH:24]=[CH:23][C:22]([CH3:25])=[CH:21][C:20]=2[NH:26][C:27]([C:29]2[S:30][C:31]([Cl:34])=[CH:32][CH:33]=2)=[O:28])=[O:18])=[CH:12][CH:11]=1)(C)(C)C.[CH3:39][S:40]([OH:43])(=[O:42])=[O:41], predict the reaction product. The product is: [CH3:39][S:40]([OH:43])(=[O:42])=[O:41].[Cl:34][C:31]1[S:30][C:29]([C:27]([NH:26][C:20]2[CH:21]=[C:22]([CH3:25])[CH:23]=[CH:24][C:19]=2[C:17]([NH:16][C:13]2[CH:12]=[CH:11][C:10]([N:9]3[CH2:8][CH2:7][O:6][C:35]3=[NH:36])=[CH:15][CH:14]=2)=[O:18])=[O:28])=[CH:33][CH:32]=1. (3) Given the reactants C(O[C:6]([N:8]1[CH2:12][C:11](=[N:13][O:14][CH3:15])[CH2:10][C@H:9]1[C:16]([OH:18])=O)=[O:7])(C)(C)C.[C:19]1([C:28]2[CH:33]=[CH:32][CH:31]=[CH:30][CH:29]=2)[CH:24]=[CH:23][C:22](C(Cl)=O)=[CH:21][CH:20]=1.[C:34]1([C:40]2([OH:46])[CH2:45][CH2:44][NH:43][CH2:42][CH2:41]2)[CH:39]=[CH:38][CH:37]=[CH:36][CH:35]=1, predict the reaction product. The product is: [CH3:15][O:14][N:13]=[C:11]1[CH2:10][C@@H:9]([C:16]([N:43]2[CH2:44][CH2:45][C:40]([OH:46])([C:34]3[CH:35]=[CH:36][CH:37]=[CH:38][CH:39]=3)[CH2:41][CH2:42]2)=[O:18])[N:8]([C:6]([C:31]2[CH:30]=[CH:29][C:28]([C:19]3[CH:20]=[CH:21][CH:22]=[CH:23][CH:24]=3)=[CH:33][CH:32]=2)=[O:7])[CH2:12]1. (4) Given the reactants FC(F)(F)C(O)=O.[Cl:8][C:9]1[C:10]([F:38])=[C:11]([CH:15]2[C:19]([C:22]3[CH:27]=[CH:26][C:25]([Cl:28])=[CH:24][C:23]=3[F:29])([C:20]#[N:21])[CH:18]([CH2:30][C:31]([CH3:34])([CH3:33])[CH3:32])[NH:17][CH:16]2[C:35](O)=[O:36])[CH:12]=[CH:13][CH:14]=1.[NH2:39][C:40]1[CH:41]=[CH:42][C:43]([NH:46][C:47](=[O:49])[CH3:48])=[N:44][CH:45]=1.CN(C(ON1N=NC2C=CC=NC1=2)=[N+](C)C)C.F[P-](F)(F)(F)(F)F.CCN(C(C)C)C(C)C, predict the reaction product. The product is: [C:47]([NH:46][C:43]1[N:44]=[CH:45][C:40]([NH:39][C:35]([CH:16]2[CH:15]([C:11]3[CH:12]=[CH:13][CH:14]=[C:9]([Cl:8])[C:10]=3[F:38])[C:19]([C:22]3[CH:27]=[CH:26][C:25]([Cl:28])=[CH:24][C:23]=3[F:29])([C:20]#[N:21])[CH:18]([CH2:30][C:31]([CH3:33])([CH3:34])[CH3:32])[NH:17]2)=[O:36])=[CH:41][CH:42]=1)(=[O:49])[CH3:48]. (5) Given the reactants [OH-].[Na+].[C:3]([O:7][C:8](=[O:17])[NH:9][C:10]1([C:14](=O)[CH3:15])[CH2:13][CH2:12][CH2:11]1)([CH3:6])([CH3:5])[CH3:4].[I:18][C:19]1[CH:20]=[C:21]([CH:26]=O)[C:22]([NH2:25])=[N:23][CH:24]=1, predict the reaction product. The product is: [C:3]([O:7][C:8](=[O:17])[NH:9][C:10]1([C:14]2[CH:15]=[CH:26][C:21]3[C:22](=[N:23][CH:24]=[C:19]([I:18])[CH:20]=3)[N:25]=2)[CH2:13][CH2:12][CH2:11]1)([CH3:6])([CH3:5])[CH3:4]. (6) Given the reactants CS(O)(=O)=O.[CH:6]1([C:9]2[CH:30]=[C:12]3[C:13]([CH:19](O)[CH2:20][C:21]4[C:26]([Cl:27])=[CH:25][N:24]=[CH:23][C:22]=4[Cl:28])=[CH:14][CH:15]=[C:16]([O:17][CH3:18])[N:11]3[N:10]=2)[CH2:8][CH2:7]1.[OH-].[Na+], predict the reaction product. The product is: [CH:6]1([C:9]2[CH:30]=[C:12]3[C:13]([CH:19]=[CH:20][C:21]4[C:22]([Cl:28])=[CH:23][N:24]=[CH:25][C:26]=4[Cl:27])=[CH:14][CH:15]=[C:16]([O:17][CH3:18])[N:11]3[N:10]=2)[CH2:8][CH2:7]1. (7) Given the reactants [OH:1][C:2]1[CH:7]=[CH:6][C:5]([N:8]2[C:16]3[C:11](=[CH:12][CH:13]=[CH:14][CH:15]=3)[C:10]([CH:17]=O)=[C:9]2[N:19]2[CH:23]=[CH:22][CH:21]=[CH:20]2)=[CH:4][CH:3]=1.Cl.[NH2:25][OH:26].N1C=CC=CC=1, predict the reaction product. The product is: [OH:1][C:2]1[CH:3]=[CH:4][C:5]([N:8]2[C:16]3[C:11](=[CH:12][CH:13]=[CH:14][CH:15]=3)[C:10]([CH:17]=[N:25][OH:26])=[C:9]2[N:19]2[CH:20]=[CH:21][CH:22]=[CH:23]2)=[CH:6][CH:7]=1.